This data is from Reaction yield outcomes from USPTO patents with 853,638 reactions. The task is: Predict the reaction yield, written as a fraction of the theoretical maximum amount of product (1.0 means a 100% yield; for example, 0.34 means a 34% yield). (1) The reactants are C(OC([NH:8][CH2:9][C:10]([NH:12][C:13]1[CH:18]=[CH:17][CH:16]=[CH:15][C:14]=1[NH:19][C:20]([C:22]1[CH:27]=[CH:26][C:25]([CH2:28][NH:29][C:30]([O:32][CH2:33][C:34]2[CH:35]=[N:36][CH:37]=[CH:38][CH:39]=2)=[O:31])=[CH:24][CH:23]=1)=[O:21])=[O:11])=O)(C)(C)C.C(O)(C(F)(F)F)=O. The catalyst is C(Cl)Cl. The product is [NH2:8][CH2:9][C:10]([NH:12][C:13]1[CH:18]=[CH:17][CH:16]=[CH:15][C:14]=1[NH:19][C:20]([C:22]1[CH:27]=[CH:26][C:25]([CH2:28][NH:29][C:30]([O:32][CH2:33][C:34]2[CH:35]=[N:36][CH:37]=[CH:38][CH:39]=2)=[O:31])=[CH:24][CH:23]=1)=[O:21])=[O:11]. The yield is 0.690. (2) The reactants are Br[C:2]1[C:10]2[O:9][CH2:8][CH:7]([C:11]3[CH:16]=[CH:15][C:14]([CH:17]([CH3:19])[CH3:18])=[CH:13][CH:12]=3)[C:6]=2[C:5]([CH3:20])=[C:4]([NH:21][C:22](=[O:28])[CH2:23][C:24]([CH3:27])([CH3:26])[CH3:25])[C:3]=1[CH3:29].[CH2:30]([O:32][C:33]([C:35]1[CH:36]=[C:37](B(O)O)[CH:38]=[CH:39][CH:40]=1)=[O:34])[CH3:31]. No catalyst specified. The product is [CH3:25][C:24]([CH3:27])([CH3:26])[CH2:23][C:22]([NH:21][C:4]1[C:3]([CH3:29])=[C:2]([C:39]2[CH:40]=[C:35]([CH:36]=[CH:37][CH:38]=2)[C:33]([O:32][CH2:30][CH3:31])=[O:34])[C:10]2[O:9][CH2:8][CH:7]([C:11]3[CH:16]=[CH:15][C:14]([CH:17]([CH3:19])[CH3:18])=[CH:13][CH:12]=3)[C:6]=2[C:5]=1[CH3:20])=[O:28]. The yield is 0.630. (3) The reactants are [C:1]1([S:7]([N:10]2[C:18]3[C:13](=[CH:14][CH:15]=[C:16]([F:19])[CH:17]=3)[C:12]([C:20]3[CH:21]=[CH:22][C:23]4[N:27]=[C:26]([CH2:28][N:29]5[CH2:34][CH2:33][NH:32][CH2:31][CH2:30]5)[NH:25][C:24]=4[CH:35]=3)=[CH:11]2)(=[O:9])=[O:8])[CH:6]=[CH:5][CH:4]=[CH:3][CH:2]=1.[CH3:36][S:37](Cl)(=[O:39])=[O:38]. The catalyst is C(Cl)Cl.CCOC(C)=O. The product is [F:19][C:16]1[CH:17]=[C:18]2[C:13]([C:12]([C:20]3[CH:21]=[CH:22][C:23]4[N:27]=[C:26]([CH2:28][N:29]5[CH2:34][CH2:33][N:32]([S:37]([CH3:36])(=[O:39])=[O:38])[CH2:31][CH2:30]5)[NH:25][C:24]=4[CH:35]=3)=[CH:11][N:10]2[S:7]([C:1]2[CH:6]=[CH:5][CH:4]=[CH:3][CH:2]=2)(=[O:9])=[O:8])=[CH:14][CH:15]=1. The yield is 0.720. (4) The reactants are [F:1][C:2]1[C:3]([N:9]2[CH2:13][C:12]([CH3:15])([CH3:14])[O:11][C:10]2=[O:16])=[N:4][CH:5]=[C:6](I)[CH:7]=1.[C:17]1([C:23]#[CH:24])[CH:22]=[CH:21][CH:20]=[CH:19][CH:18]=1.C(N(CC)CC)C. The catalyst is CN(C=O)C.Cl[Pd](Cl)([P](C1C=CC=CC=1)(C1C=CC=CC=1)C1C=CC=CC=1)[P](C1C=CC=CC=1)(C1C=CC=CC=1)C1C=CC=CC=1.[Cu]I.C1(P(C2C=CC=CC=2)C2C=CC=CC=2)C=CC=CC=1. The product is [F:1][C:2]1[C:3]([N:9]2[CH2:13][C:12]([CH3:15])([CH3:14])[O:11][C:10]2=[O:16])=[N:4][CH:5]=[C:6]([C:24]#[C:23][C:17]2[CH:22]=[CH:21][CH:20]=[CH:19][CH:18]=2)[CH:7]=1. The yield is 0.866. (5) The reactants are C(OC([NH:11][C@H:12]1[C@H:17]2[O:18][C@H:14]([CH2:15][CH2:16]2)[C@H:13]1[C:19]([O:21][CH3:22])=[O:20])=O)C1C=CC=CC=1. The catalyst is C(OCC)(=O)C.[Pd]. The product is [NH2:11][C@H:12]1[C@H:17]2[O:18][C@H:14]([CH2:15][CH2:16]2)[C@H:13]1[C:19]([O:21][CH3:22])=[O:20]. The yield is 0.800. (6) The reactants are Cl[C:2]1[S:3][C:4]2[CH:10]=[C:9]([Cl:11])[CH:8]=[CH:7][C:5]=2[N:6]=1.[F:12][C:13]1[CH:19]=[C:18]([I:20])[CH:17]=[CH:16][C:14]=1[NH2:15].Cl. The catalyst is C(O)CCC. The product is [I:20][C:18]1[CH:17]=[CH:16][C:14]([NH:15][C:2]2[S:3][C:4]3[CH:10]=[C:9]([Cl:11])[CH:8]=[CH:7][C:5]=3[N:6]=2)=[C:13]([F:12])[CH:19]=1. The yield is 0.380. (7) The reactants are CCCCCC.Br[C:8]1[CH:13]=[CH:12][C:11]([O:14][CH2:15][CH3:16])=[CH:10][C:9]=1[CH3:17].[CH2:18]([O:25][C@@H:26]1[C@@H:32]([O:33][CH2:34][C:35]2[CH:40]=[CH:39][CH:38]=[CH:37][CH:36]=2)[C@H:31]([O:41][CH2:42][C:43]2[CH:48]=[CH:47][CH:46]=[CH:45][CH:44]=2)[C@@H:30]([CH2:49][O:50][CH2:51][C:52]2[CH:57]=[CH:56][CH:55]=[CH:54][CH:53]=2)[S:29][C:27]1([C:58]1[CH:63]=[CH:62][C:61]([Cl:64])=[C:60]([CH:65]=[O:66])[CH:59]=1)[OH:28])[C:19]1[CH:24]=[CH:23][CH:22]=[CH:21][CH:20]=1.[Cl-].[NH4+]. The catalyst is O1CCCC1. The product is [CH2:18]([O:25][C@@H:26]1[C@@H:32]([O:33][CH2:34][C:35]2[CH:36]=[CH:37][CH:38]=[CH:39][CH:40]=2)[C@H:31]([O:41][CH2:42][C:43]2[CH:48]=[CH:47][CH:46]=[CH:45][CH:44]=2)[C@@H:30]([CH2:49][O:50][CH2:51][C:52]2[CH:53]=[CH:54][CH:55]=[CH:56][CH:57]=2)[S:29][C:27]1([C:58]1[CH:63]=[CH:62][C:61]([Cl:64])=[C:60]([CH:65]([C:8]2[CH:13]=[CH:12][C:11]([O:14][CH2:15][CH3:16])=[CH:10][C:9]=2[CH3:17])[OH:66])[CH:59]=1)[OH:28])[C:19]1[CH:20]=[CH:21][CH:22]=[CH:23][CH:24]=1. The yield is 0.950. (8) The reactants are [CH2:1]([N:8]1[CH2:29][CH2:28][CH2:27][C:10]2([CH2:15][N:14]([C:16]3[CH:21]=[C:20]([N+:22]([O-])=O)[C:19]([NH2:25])=[C:18]([CH3:26])[CH:17]=3)[CH2:13][CH2:12][CH2:11]2)[CH2:9]1)[C:2]1[CH:7]=[CH:6][CH:5]=[CH:4][CH:3]=1.C(O)(=O)C.[Cl:34][C:35]1[C:40]([CH:41]=O)=[C:39]([I:43])[CH:38]=[CH:37][N:36]=1. The catalyst is CO.[Pd]. The product is [CH2:1]([N:8]1[CH2:29][CH2:28][CH2:27][C:10]2([CH2:11][CH2:12][CH2:13][N:14]([C:16]3[CH:17]=[C:18]([CH3:26])[C:19]4[N:25]=[C:41]([C:40]5[C:35]([Cl:34])=[N:36][CH:37]=[CH:38][C:39]=5[I:43])[NH:22][C:20]=4[CH:21]=3)[CH2:15]2)[CH2:9]1)[C:2]1[CH:7]=[CH:6][CH:5]=[CH:4][CH:3]=1. The yield is 0.0900. (9) The reactants are Cl[C:2]1[CH:3]=[C:4]([NH:11][C:12]2[CH:17]=[CH:16][C:15]([CH2:18][CH3:19])=[CH:14][N:13]=2)[C:5]2[N:6]([CH:8]=[CH:9][N:10]=2)[N:7]=1.CC1(C)C(C)(C)OB([C:28]2[CH:33]=[CH:32][CH:31]=[CH:30][CH:29]=2)O1.CC(C1C=C(C(C)C)C(C2C=CC=CC=2P(C2CCCCC2)C2CCCCC2)=C(C(C)C)C=1)C.C([O-])([O-])=O.[K+].[K+]. The catalyst is O1CCOCC1.O.C1C=CC(/C=C/C(/C=C/C2C=CC=CC=2)=O)=CC=1.C1C=CC(/C=C/C(/C=C/C2C=CC=CC=2)=O)=CC=1.C1C=CC(/C=C/C(/C=C/C2C=CC=CC=2)=O)=CC=1.[Pd].[Pd]. The product is [CH2:18]([C:15]1[CH:16]=[CH:17][C:12]([NH:11][C:4]2[C:5]3[N:6]([CH:8]=[CH:9][N:10]=3)[N:7]=[C:2]([C:28]3[CH:33]=[CH:32][CH:31]=[CH:30][CH:29]=3)[CH:3]=2)=[N:13][CH:14]=1)[CH3:19]. The yield is 0.220.